The task is: Predict the reactants needed to synthesize the given product.. This data is from Full USPTO retrosynthesis dataset with 1.9M reactions from patents (1976-2016). (1) Given the product [Cl:1][C:2]1[CH:7]=[CH:6][CH:5]=[CH:4][C:3]=1[S:8]([N:11]1[CH2:13][C@@H:12]([C:14]([N:16]2[CH2:21][CH2:20][N:19]([C:22]3[C:27]([C:28]([F:30])([F:29])[F:31])=[CH:26][CH:25]=[CH:24][N:23]=3)[CH2:18][CH2:17]2)=[O:15])[N:37]([CH:34]2[CH2:36][CH2:35]2)[C:38]1=[O:39])(=[O:9])=[O:10], predict the reactants needed to synthesize it. The reactants are: [Cl:1][C:2]1[CH:7]=[CH:6][CH:5]=[CH:4][C:3]=1[S:8]([N@:11]1[CH2:13][CH:12]1[C:14]([N:16]1[CH2:21][CH2:20][N:19]([C:22]2[C:27]([C:28]([F:31])([F:30])[F:29])=[CH:26][CH:25]=[CH:24][N:23]=2)[CH2:18][CH2:17]1)=[O:15])(=[O:10])=[O:9].[I-].[Na+].[CH:34]1([N:37]=[C:38]=[O:39])[CH2:36][CH2:35]1. (2) Given the product [CH2:24]([N:19]1[CH2:18][CH2:17][N:16]([C:8]2[CH:7]=[C:6]([CH2:5][C:32]([NH2:34])=[O:33])[C:15]3[C:10]([CH:9]=2)=[CH:11][CH:12]=[CH:13][CH:14]=3)[CH2:23][C:20]21[CH2:22][CH2:21]2)[C:25]1[CH:26]=[CH:27][CH:28]=[CH:29][CH:30]=1, predict the reactants needed to synthesize it. The reactants are: C(OC(=O)[CH2:5][C:6]1[C:15]2[C:10](=[CH:11][CH:12]=[CH:13][CH:14]=2)[CH:9]=[C:8]([N:16]2[CH2:23][C:20]3([CH2:22][CH2:21]3)[N:19]([CH2:24][C:25]3[CH:30]=[CH:29][CH:28]=[CH:27][CH:26]=3)[CH2:18][CH2:17]2)[CH:7]=1)C.[CH:32]([NH2:34])=[O:33].C[O-].[Na+]. (3) The reactants are: [C:1]([O:5][C:6](=[O:22])[CH2:7][CH2:8][N:9]1[CH2:14][CH2:13][O:12][CH:11]([C:15]2[CH:20]=[CH:19][C:18]([OH:21])=[CH:17][CH:16]=2)[CH2:10]1)([CH3:4])([CH3:3])[CH3:2].C([O-])([O-])=O.[K+].[K+].[Cl:29][C:30]1[CH:37]=[CH:36][CH:35]=[C:34]([Cl:38])[C:31]=1[CH2:32]Br. Given the product [C:1]([O:5][C:6](=[O:22])[CH2:7][CH2:8][N:9]1[CH2:14][CH2:13][O:12][CH:11]([C:15]2[CH:16]=[CH:17][C:18]([O:21][CH2:32][C:31]3[C:30]([Cl:29])=[CH:37][CH:36]=[CH:35][C:34]=3[Cl:38])=[CH:19][CH:20]=2)[CH2:10]1)([CH3:4])([CH3:2])[CH3:3], predict the reactants needed to synthesize it. (4) Given the product [F:1][C:2]1[CH:7]=[CH:6][C:5]([S:8][C:10]2[CH:17]=[CH:16][C:13](/[CH:14]=[CH:23]/[CH:24]=[O:25])=[C:12]([C:18]([F:21])([F:20])[F:19])[CH:11]=2)=[CH:4][CH:3]=1, predict the reactants needed to synthesize it. The reactants are: [F:1][C:2]1[CH:7]=[CH:6][C:5]([SH:8])=[CH:4][CH:3]=1.F[C:10]1[CH:17]=[CH:16][C:13]([CH:14]=O)=[C:12]([C:18]([F:21])([F:20])[F:19])[CH:11]=1.C(O)(=O)[CH2:23][C:24](O)=[O:25]. (5) The reactants are: [C:1]([C:3]1[CH:8]=[CH:7][CH:6]=[CH:5][C:4]=1[S:9]([Cl:12])(=[O:11])=[O:10])#[N:2].[CH3:13][N:14]1[CH2:19][CH2:18][NH:17][CH2:16][CH2:15]1.Cl.NCC1C=CC=CC=1S(N(C(C)(C)C)C)(=O)=O. Given the product [ClH:12].[CH3:13][N:14]1[CH2:19][CH2:18][N:17]([S:9]([C:4]2[CH:5]=[CH:6][CH:7]=[CH:8][C:3]=2[CH2:1][NH2:2])(=[O:11])=[O:10])[CH2:16][CH2:15]1, predict the reactants needed to synthesize it. (6) Given the product [Cl:21][CH2:22][C:23]([NH:1][CH2:2][CH2:3][NH:4][C:5]1[CH:10]=[CH:9][C:8]([N+:11]([O-:13])=[O:12])=[CH:7][N:6]=1)=[O:24], predict the reactants needed to synthesize it. The reactants are: [NH2:1][CH2:2][CH2:3][NH:4][C:5]1[CH:10]=[CH:9][C:8]([N+:11]([O-:13])=[O:12])=[CH:7][N:6]=1.C(N(CC)CC)C.[Cl:21][CH2:22][C:23](Cl)=[O:24].C(O)C.